From a dataset of Catalyst prediction with 721,799 reactions and 888 catalyst types from USPTO. Predict which catalyst facilitates the given reaction. (1) Reactant: [S:1]1[C:5]2[CH:6]=[C:7]([N:10]3[CH2:14][CH2:13][NH:12][C:11]3=[O:15])[CH:8]=[CH:9][C:4]=2[N:3]=[CH:2]1.Br[C:17]1[CH:18]=[N:19][CH:20]=[CH:21][C:22]=1[Cl:23].N[C@@H]1CCCC[C@H]1N.P([O-])([O-])([O-])=O.[K+].[K+].[K+]. Product: [S:1]1[C:5]2[CH:6]=[C:7]([N:10]3[CH2:14][CH2:13][N:12]([C:17]4[CH:18]=[N:19][CH:20]=[CH:21][C:22]=4[Cl:23])[C:11]3=[O:15])[CH:8]=[CH:9][C:4]=2[N:3]=[CH:2]1. The catalyst class is: 246. (2) Reactant: [Cl:1][C:2]1[CH:10]=[C:9]([O:11][CH:12]([CH3:14])[CH3:13])[C:8]([N+:15]([O-:17])=[O:16])=[CH:7][C:3]=1[C:4]([OH:6])=O.S(Cl)(Cl)=O.[C:22]([O:26][C:27]([N:29]1[CH2:34][CH2:33][CH:32]([NH2:35])[CH2:31][CH2:30]1)=[O:28])([CH3:25])([CH3:24])[CH3:23].C(N(CC)CC)C.ClC1C=C(OC(C)C)C([N+]([O-])=O)=CC=1C(Cl)=O. Product: [C:22]([O:26][C:27]([N:29]1[CH2:34][CH2:33][CH:32]([NH:35][C:4](=[O:6])[C:3]2[CH:7]=[C:8]([N+:15]([O-:17])=[O:16])[C:9]([O:11][CH:12]([CH3:14])[CH3:13])=[CH:10][C:2]=2[Cl:1])[CH2:31][CH2:30]1)=[O:28])([CH3:25])([CH3:23])[CH3:24]. The catalyst class is: 59.